From a dataset of Forward reaction prediction with 1.9M reactions from USPTO patents (1976-2016). Predict the product of the given reaction. (1) Given the reactants [CH:1]([C:4]1[CH:5]=[C:6]([CH:18]=[CH:19][CH:20]=1)[O:7][CH2:8][C:9]([NH:11][CH2:12][CH2:13][CH2:14][C:15]([OH:17])=[O:16])=[O:10])([CH3:3])[CH3:2].[N+:21]([C:24]1[CH:25]=[C:26]([S:30]([CH2:33][CH2:34]O)(=[O:32])=[O:31])[CH:27]=[CH:28][CH:29]=1)([O-:23])=[O:22].CC1C=CC(S(O)(=O)=O)=CC=1.O, predict the reaction product. The product is: [N+:21]([C:24]1[CH:25]=[C:26]([S:30]([CH2:33][CH2:34][O:16][C:15](=[O:17])[CH2:14][CH2:13][CH2:12][NH:11][C:9](=[O:10])[CH2:8][O:7][C:6]2[CH:18]=[CH:19][CH:20]=[C:4]([CH:1]([CH3:3])[CH3:2])[CH:5]=2)(=[O:32])=[O:31])[CH:27]=[CH:28][CH:29]=1)([O-:23])=[O:22]. (2) Given the reactants [Cl:1][C:2]1[CH:3]=[CH:4][C:5]([O:18][CH2:19][C:20]2[CH:25]=[CH:24][CH:23]=[CH:22][CH:21]=2)=[C:6]([CH:17]=1)[C:7]([O:9]CC1C=CC=CC=1)=[O:8].[OH-].[Na+], predict the reaction product. The product is: [Cl:1][C:2]1[CH:3]=[CH:4][C:5]([O:18][CH2:19][C:20]2[CH:25]=[CH:24][CH:23]=[CH:22][CH:21]=2)=[C:6]([CH:17]=1)[C:7]([OH:9])=[O:8]. (3) Given the reactants O.[OH-].[Ba+2].[OH-].O.[CH3:6][C:7](=[O:14])[CH2:8][CH2:9][CH2:10][CH2:11][CH2:12][CH3:13].[CH2:15](O)[CH2:16][CH2:17][CH2:18][CH2:19][CH2:20][CH2:21][CH2:22][CH2:23][CH3:24], predict the reaction product. The product is: [CH3:13][CH2:12][CH2:11][CH2:10][CH2:9][CH2:8][C:7](=[O:14])[CH2:6][CH2:15][CH2:16][CH2:17][CH2:18][CH2:19][CH2:20][CH2:21][CH2:22][CH2:23][CH3:24]. (4) Given the reactants [NH2:1][C:2]1[N:6]([C:7]2[CH:16]=[CH:15][C:10]3[NH:11][C:12]([CH3:14])=[N:13][C:9]=3[CH:8]=2)[N:5]=[CH:4][C:3]=1[C:17]([C:19]1[N:20](S(C2C=CC=CC=2)(=O)=O)[C:21]2[C:26]([CH:27]=1)=[CH:25][CH:24]=[C:23]([CH2:28][N:29]1[CH2:34][CH2:33][O:32][CH2:31][CH2:30]1)[CH:22]=2)=[O:18].[F-].C([N+](CCCC)(CCCC)CCCC)CCC, predict the reaction product. The product is: [NH2:1][C:2]1[N:6]([C:7]2[CH:16]=[CH:15][C:10]3[NH:11][C:12]([CH3:14])=[N:13][C:9]=3[CH:8]=2)[N:5]=[CH:4][C:3]=1[C:17]([C:19]1[NH:20][C:21]2[C:26]([CH:27]=1)=[CH:25][CH:24]=[C:23]([CH2:28][N:29]1[CH2:34][CH2:33][O:32][CH2:31][CH2:30]1)[CH:22]=2)=[O:18]. (5) Given the reactants [NH2:1][C:2]1[C:6]2[N:7]=[C:8]([C:10](=[O:21])[NH:11][C:12]([CH3:20])([C:14]3[CH:19]=[CH:18][CH:17]=[CH:16][CH:15]=3)[CH3:13])[S:9][C:5]=2[N:4]([C:22]([O:24][C:25]([CH3:28])([CH3:27])[CH3:26])=[O:23])[N:3]=1.Cl.Cl.[N:31]1([C:37]2[CH:45]=[CH:44][C:40]([C:41](Cl)=[O:42])=[CH:39][CH:38]=2)[CH2:36][CH2:35][O:34][CH2:33][CH2:32]1.[Cl-].[Na+], predict the reaction product. The product is: [CH3:13][C:12]([NH:11][C:10]([C:8]1[S:9][C:5]2[N:4]([C:22]([O:24][C:25]([CH3:28])([CH3:27])[CH3:26])=[O:23])[N:3]=[C:2]([NH:1][C:41](=[O:42])[C:40]3[CH:39]=[CH:38][C:37]([N:31]4[CH2:36][CH2:35][O:34][CH2:33][CH2:32]4)=[CH:45][CH:44]=3)[C:6]=2[N:7]=1)=[O:21])([C:14]1[CH:19]=[CH:18][CH:17]=[CH:16][CH:15]=1)[CH3:20].